This data is from Full USPTO retrosynthesis dataset with 1.9M reactions from patents (1976-2016). The task is: Predict the reactants needed to synthesize the given product. Given the product [F:1][C:2]1[CH:7]=[CH:6][CH:5]=[CH:4][C:3]=1[C:8]1[C:9]2[CH:21]=[CH:20][C:19](=[O:22])[N:18]([C:23]3[CH:28]=[CH:27][CH:26]=[CH:25][C:24]=3[F:29])[C:10]=2[N:11]=[C:12]([NH:30][CH:31]([CH2:34][OH:35])[CH2:32][OH:33])[N:13]=1, predict the reactants needed to synthesize it. The reactants are: [F:1][C:2]1[CH:7]=[CH:6][CH:5]=[CH:4][C:3]=1[C:8]1[C:9]2[CH:21]=[CH:20][C:19](=[O:22])[N:18]([C:23]3[CH:28]=[CH:27][CH:26]=[CH:25][C:24]=3[F:29])[C:10]=2[N:11]=[C:12](S(C)(=O)=O)[N:13]=1.[NH2:30][CH:31]([CH2:34][OH:35])[CH2:32][OH:33].